Dataset: Full USPTO retrosynthesis dataset with 1.9M reactions from patents (1976-2016). Task: Predict the reactants needed to synthesize the given product. (1) The reactants are: [F:1][CH:2]([F:36])[CH2:3][N:4]([C:21]1[CH:22]=[N:23][CH:24]=[CH:25][C:26]=1[C:27]1[CH:32]=[CH:31][C:30]([F:33])=[CH:29][C:28]=1[O:34][CH3:35])C(=O)C1C=C(C(F)(F)F)N=C(C(F)(F)F)C=1.[F:37]C1C(F)=CC(B(O)O)=C(OC)C=1. Given the product [F:1][CH:2]([F:36])[CH2:3][NH:4][C:21]1[CH:22]=[N:23][CH:24]=[CH:25][C:26]=1[C:27]1[CH:32]=[C:31]([F:37])[C:30]([F:33])=[CH:29][C:28]=1[O:34][CH3:35], predict the reactants needed to synthesize it. (2) Given the product [OH:9][CH2:8][C:5]1[CH:6]=[CH:7][C:2]([C:17]2[CH:16]=[CH:15][CH:14]=[C:13]([C:11]#[N:12])[CH:18]=2)=[CH:3][C:4]=1[CH3:10], predict the reactants needed to synthesize it. The reactants are: Br[C:2]1[CH:7]=[CH:6][C:5]([CH2:8][OH:9])=[C:4]([CH3:10])[CH:3]=1.[C:11]([C:13]1[CH:14]=[C:15](B(O)O)[CH:16]=[CH:17][CH:18]=1)#[N:12]. (3) Given the product [F:1][C:2]1[CH:7]=[CH:6][CH:5]=[C:4]([F:8])[C:3]=1[C:9]1[N:14]=[C:13]2[C:15]([I:25])=[CH:16][NH:17][C:12]2=[CH:11][CH:10]=1, predict the reactants needed to synthesize it. The reactants are: [F:1][C:2]1[CH:7]=[CH:6][CH:5]=[C:4]([F:8])[C:3]=1[C:9]1[N:14]=[C:13]2[CH:15]=[CH:16][NH:17][C:12]2=[CH:11][CH:10]=1.C1C(=O)N([I:25])C(=O)C1.